This data is from Reaction yield outcomes from USPTO patents with 853,638 reactions. The task is: Predict the reaction yield, written as a fraction of the theoretical maximum amount of product (1.0 means a 100% yield; for example, 0.34 means a 34% yield). (1) The reactants are [F:1][CH:2]([F:33])[O:3][C:4]1[CH:5]=[C:6]([N:20]2[C:24]3=[N:25][CH:26]=[CH:27][CH:28]=[C:23]3[C:22]([C:29]([O:31]C)=O)=[N:21]2)[CH:7]=[C:8]([C:10]#[C:11][C@:12]2([OH:19])[CH2:16][CH2:15][N:14]([CH3:17])[C:13]2=[O:18])[CH:9]=1.[NH3:34]. The catalyst is CO. The product is [F:33][CH:2]([F:1])[O:3][C:4]1[CH:5]=[C:6]([N:20]2[C:24]3=[N:25][CH:26]=[CH:27][CH:28]=[C:23]3[C:22]([C:29]([NH2:34])=[O:31])=[N:21]2)[CH:7]=[C:8]([C:10]#[C:11][C@:12]2([OH:19])[CH2:16][CH2:15][N:14]([CH3:17])[C:13]2=[O:18])[CH:9]=1. The yield is 0.110. (2) The reactants are [F:1][C:2]1[CH:9]=[C:8]([F:10])[CH:7]=[CH:6][C:3]=1[CH:4]=O.[O:11]=[C:12]([CH:14](P(=O)(OCC)OCC)[CH2:15][CH2:16][CH2:17][CH2:18][CH3:19])[CH3:13]. No catalyst specified. The product is [F:1][C:2]1[CH:9]=[C:8]([F:10])[CH:7]=[CH:6][C:3]=1/[CH:4]=[C:14](\[CH2:15][CH2:16][CH2:17][CH2:18][CH3:19])/[C:12](=[O:11])[CH3:13]. The yield is 0.370. (3) The reactants are COC1CCCC1.[CH:8]([O:10][CH2:11][CH2:12][CH3:13])=[CH2:9].C1(C)C=CC(S([O-])(=O)=O)=CC=1.[NH+]1C=CC=CC=1.[Br:31][C:32]1[C:37]([O:38][CH3:39])=[CH:36][C:35]([CH2:40][OH:41])=[CH:34][C:33]=1[O:42][CH3:43]. The catalyst is O1CCCC1. The product is [Br:31][C:32]1[C:37]([O:38][CH3:39])=[CH:36][C:35]([CH2:40][O:41][CH:8]([O:10][CH2:11][CH2:12][CH3:13])[CH3:9])=[CH:34][C:33]=1[O:42][CH3:43]. The yield is 1.00. (4) The reactants are [I:1][C:2]1[C:6]2=[N:7][C:8](/[N:11]=[CH:12]/[N:13]([CH3:15])[CH3:14])=[CH:9][CH:10]=[C:5]2[NH:4][CH:3]=1.[OH-].[Na+].[CH3:18]I.O. The catalyst is C(Cl)Cl.[Br-].C([N+](CCCC)(CCCC)CCCC)CCC.CCOC(C)=O. The product is [I:1][C:2]1[C:6]2=[N:7][C:8](/[N:11]=[CH:12]/[N:13]([CH3:15])[CH3:14])=[CH:9][CH:10]=[C:5]2[N:4]([CH3:18])[CH:3]=1. The yield is 0.840. (5) The reactants are [OH:1][CH:2]([C:16]1[CH:21]=[CH:20][CH:19]=[CH:18][CH:17]=1)[CH2:3][N:4]1[C:8]2[N:9]=[C:10]([S:14][CH3:15])[NH:11][C:12](=[O:13])[C:7]=2[CH:6]=[N:5]1.[CH2:22](I)C. No catalyst specified. The product is [OH:1][CH:2]([C:16]1[CH:21]=[CH:20][CH:19]=[CH:18][CH:17]=1)[CH2:3][N:4]1[C:8]2[N:9]=[C:10]([S:14][CH2:15][CH3:22])[NH:11][C:12](=[O:13])[C:7]=2[CH:6]=[N:5]1. The yield is 0.650. (6) The reactants are Br[C:2]1[CH:7]=[CH:6][N:5]=[C:4]2[NH:8][C:9]([CH2:11][C:12]([NH:14][C:15]3[CH:20]=[CH:19][CH:18]=[C:17]([O:21][CH3:22])[CH:16]=3)=[O:13])=[CH:10][C:3]=12.[O:23]=[S:24]1(=[O:49])[CH2:29][CH2:28][CH:27]([NH:30][S:31]([C:34]2[CH:39]=[CH:38][C:37](B3OC(C)(C)C(C)(C)O3)=[CH:36][CH:35]=2)(=[O:33])=[O:32])[CH2:26][CH2:25]1.C(=O)([O-])[O-].[Na+].[Na+].O1CCOCC1. The catalyst is [Pd](Cl)Cl.C1(P([C-]2C=CC=C2)C2C=CC=CC=2)C=CC=CC=1.[C-]1(P(C2C=CC=CC=2)C2C=CC=CC=2)C=CC=C1.[Fe+2].O. The product is [O:49]=[S:24]1(=[O:23])[CH2:25][CH2:26][CH:27]([NH:30][S:31]([C:34]2[CH:35]=[CH:36][C:37]([C:2]3[CH:7]=[CH:6][N:5]=[C:4]4[NH:8][C:9]([CH2:11][C:12]([NH:14][C:15]5[CH:20]=[CH:19][CH:18]=[C:17]([O:21][CH3:22])[CH:16]=5)=[O:13])=[CH:10][C:3]=34)=[CH:38][CH:39]=2)(=[O:33])=[O:32])[CH2:28][CH2:29]1. The yield is 0.250. (7) The yield is 0.300. The catalyst is CN(C)C1C=CN=CC=1.ClCCl. The product is [C:1]([C:5]1[CH:10]=[CH:9][C:8]([C:11]2[CH:16]=[C:15]([F:17])[CH:14]=[C:13]([CH:18]3[C:27]([CH3:29])([CH3:28])[CH2:26][C:25]4[C:20](=[CH:21][CH:22]=[C:23]([C:30]([NH:37][S:34]([CH3:33])(=[O:36])=[O:35])=[O:31])[CH:24]=4)[NH:19]3)[CH:12]=2)=[CH:7][CH:6]=1)([CH3:4])([CH3:2])[CH3:3]. The reactants are [C:1]([C:5]1[CH:10]=[CH:9][C:8]([C:11]2[CH:16]=[C:15]([F:17])[CH:14]=[C:13]([CH:18]3[C:27]([CH3:29])([CH3:28])[CH2:26][C:25]4[C:20](=[CH:21][CH:22]=[C:23]([C:30](O)=[O:31])[CH:24]=4)[NH:19]3)[CH:12]=2)=[CH:7][CH:6]=1)([CH3:4])([CH3:3])[CH3:2].[CH3:33][S:34]([NH2:37])(=[O:36])=[O:35].